This data is from Reaction yield outcomes from USPTO patents with 853,638 reactions. The task is: Predict the reaction yield, written as a fraction of the theoretical maximum amount of product (1.0 means a 100% yield; for example, 0.34 means a 34% yield). (1) The reactants are [Br:1][C:2]1[C:3]([F:12])=[C:4]2[C:10]([NH2:11])=[CH:9][NH:8][C:5]2=[N:6][CH:7]=1.[F:13][C:14]([F:25])([F:24])[C:15]1[CH:16]=[CH:17][C:18]([C:21](O)=[O:22])=[N:19][CH:20]=1.C1N(P(Cl)(N2C(=O)OCC2)=O)C(=O)OC1.[Li+].[OH-]. The catalyst is C(Cl)Cl.O. The product is [Br:1][C:2]1[C:3]([F:12])=[C:4]2[C:10]([NH:11][C:21](=[O:22])[C:18]3[CH:17]=[CH:16][C:15]([C:14]([F:24])([F:13])[F:25])=[CH:20][N:19]=3)=[CH:9][NH:8][C:5]2=[N:6][CH:7]=1. The yield is 0.550. (2) The reactants are [C:1]([O:4][C@H:5]1[CH2:22][CH2:21][C@@:20]2([CH3:23])[C:7](=[CH:8][CH2:9][C@@H:10]3[C@@H:19]2[CH2:18][CH2:17][C@@:15]2([CH3:16])[C@H:11]3[CH2:12][C:13](C=O)=[C:14]2[N:24]2[C:28]3[CH:29]=[CH:30][CH:31]=[CH:32][C:27]=3[N:26]=[CH:25]2)[CH2:6]1)(=[O:3])[CH3:2]. The catalyst is C(#N)C1C=CC=CC=1.[Pd]. The product is [C:1]([O:4][C@H:5]1[CH2:22][CH2:21][C@@:20]2([CH3:23])[C:7](=[CH:8][CH2:9][C@@H:10]3[C@@H:19]2[CH2:18][CH2:17][C@@:15]2([CH3:16])[C@H:11]3[CH2:12][CH:13]=[C:14]2[N:24]2[C:28]3[CH:29]=[CH:30][CH:31]=[CH:32][C:27]=3[N:26]=[CH:25]2)[CH2:6]1)(=[O:3])[CH3:2]. The yield is 0.738. (3) The reactants are [OH:1][C:2]1[CH:7]=[CH:6][C:5]([C:8](=[O:10])[CH3:9])=[CH:4][C:3]=1[N+:11]([O-:13])=[O:12].[I-].[Na+].C(=O)([O-])[O-].[K+].[K+].[CH2:22](Br)[C:23]1[CH:28]=[CH:27][CH:26]=[CH:25][CH:24]=1. The catalyst is CC(C)=O. The product is [CH2:22]([O:1][C:2]1[CH:7]=[CH:6][C:5]([C:8](=[O:10])[CH3:9])=[CH:4][C:3]=1[N+:11]([O-:13])=[O:12])[C:23]1[CH:28]=[CH:27][CH:26]=[CH:25][CH:24]=1. The yield is 0.870. (4) The reactants are [C:1]([C:3]1([C:9]2[CH:10]=[C:11]([CH:15]=[CH:16][CH:17]=2)[C:12]([OH:14])=O)[CH2:8][CH2:7][CH2:6][CH2:5][CH2:4]1)#[N:2].C(Cl)(=O)C(Cl)=O.O1CCCC1.[NH2:29][C:30]1[CH:31]=[C:32]([CH:49]=[CH:50][CH:51]=1)[O:33][C:34]1[CH:35]=[CH:36][C:37]2[N:38]([CH:40]=[C:41]([NH:43][C:44]([CH:46]3[CH2:48][CH2:47]3)=[O:45])[N:42]=2)[N:39]=1. The catalyst is CN(C)C=O.CN1CCCC1=O. The product is [C:1]([C:3]1([C:9]2[CH:10]=[C:11]([CH:15]=[CH:16][CH:17]=2)[C:12]([NH:29][C:30]2[CH:51]=[CH:50][CH:49]=[C:32]([O:33][C:34]3[CH:35]=[CH:36][C:37]4[N:38]([CH:40]=[C:41]([NH:43][C:44]([CH:46]5[CH2:47][CH2:48]5)=[O:45])[N:42]=4)[N:39]=3)[CH:31]=2)=[O:14])[CH2:4][CH2:5][CH2:6][CH2:7][CH2:8]1)#[N:2]. The yield is 0.780. (5) The reactants are [F-].C([N+](CCCC)(CCCC)CCCC)CCC.[Si]([O:26][CH2:27][CH2:28][CH2:29][C@H:30]([O:41][C:42]1[N:47]=[CH:46][N:45]=[C:44]2[N:48]([C:51]3[C:56]([Cl:57])=[CH:55][CH:54]=[CH:53][N:52]=3)[N:49]=[CH:50][C:43]=12)[C:31]([NH:33][C:34]1[CH:39]=[CH:38][C:37]([CH3:40])=[CH:36][N:35]=1)=[O:32])(C(C)(C)C)(C)C. The catalyst is C1COCC1. The product is [Cl:57][C:56]1[C:51]([N:48]2[C:44]3[N:45]=[CH:46][N:47]=[C:42]([O:41][C@@H:30]([CH2:29][CH2:28][CH2:27][OH:26])[C:31]([NH:33][C:34]4[CH:39]=[CH:38][C:37]([CH3:40])=[CH:36][N:35]=4)=[O:32])[C:43]=3[CH:50]=[N:49]2)=[N:52][CH:53]=[CH:54][CH:55]=1. The yield is 0.730. (6) The reactants are [CH3:1][C:2]1[CH:7]=[C:6]([N+:8]([O-:10])=[O:9])[CH:5]=[CH:4][C:3]=1[OH:11].C([O-])([O-])=O.[Cs+].[Cs+].Cl[C:19]([F:24])([F:23])C([O-])=O.[Na+]. The catalyst is CN(C)C=O.O. The product is [F:23][CH:19]([F:24])[O:11][C:3]1[CH:4]=[CH:5][C:6]([N+:8]([O-:10])=[O:9])=[CH:7][C:2]=1[CH3:1]. The yield is 0.860. (7) The catalyst is COCCOC.C1C=CC(P(C2C=CC=CC=2)C2C=CC=CC=2)=CC=1.C1C=CC(P(C2C=CC=CC=2)C2C=CC=CC=2)=CC=1.Cl[Pd]Cl. The product is [CH3:1][C:2]1[N:3]([C:17]2[CH:22]=[CH:21][C:20]([C:26]3[CH:27]=[CH:28][S:24][CH:25]=3)=[CH:19][CH:18]=2)[C:4]([C:7]2[CH:12]=[CH:11][C:10]([S:13]([CH3:16])(=[O:15])=[O:14])=[CH:9][CH:8]=2)=[CH:5][CH:6]=1. The yield is 0.750. The reactants are [CH3:1][C:2]1[N:3]([C:17]2[CH:22]=[CH:21][C:20](Br)=[CH:19][CH:18]=2)[C:4]([C:7]2[CH:12]=[CH:11][C:10]([S:13]([CH3:16])(=[O:15])=[O:14])=[CH:9][CH:8]=2)=[CH:5][CH:6]=1.[S:24]1[CH:28]=[CH:27][C:26](B(O)O)=[CH:25]1.C([O-])(O)=O.[Na+].